This data is from Full USPTO retrosynthesis dataset with 1.9M reactions from patents (1976-2016). The task is: Predict the reactants needed to synthesize the given product. (1) Given the product [CH2:1]([C:8]1[C:17]2[C:12](=[CH:13][C:14]([O:20][CH3:21])=[CH:15][C:16]=2[O:18][CH3:19])[C:11]([Cl:25])=[N:10][N:9]=1)[C:2]1[CH:7]=[CH:6][CH:5]=[CH:4][CH:3]=1, predict the reactants needed to synthesize it. The reactants are: [CH2:1]([C:8]1[C:17]2[C:12](=[CH:13][C:14]([O:20][CH3:21])=[CH:15][C:16]=2[O:18][CH3:19])[C:11](=O)[NH:10][N:9]=1)[C:2]1[CH:7]=[CH:6][CH:5]=[CH:4][CH:3]=1.P(Cl)(Cl)([Cl:25])=O. (2) Given the product [C:37]([O:36][C:35](=[O:41])[N:34]([C:31]1[CH:30]=[CH:29][C:28]([C:26]#[N:27])=[CH:33][CH:32]=1)[CH2:42][C:13]1[C:14](=[O:17])[CH2:15][CH2:16][C:12]=1[NH:11][C:9]1[CH:8]=[CH:7][N:6]=[C:5]([C:4]([F:3])([F:18])[F:19])[CH:10]=1)([CH3:40])([CH3:38])[CH3:39], predict the reactants needed to synthesize it. The reactants are: [H-].[Na+].[F:3][C:4]([F:19])([F:18])[C:5]1[CH:10]=[C:9]([NH:11][C:12]2[CH2:16][CH2:15][C:14](=[O:17])[CH:13]=2)[CH:8]=[CH:7][N:6]=1.CC1CCCO1.[C:26]([C:28]1[CH:33]=[CH:32][C:31]([N:34]([CH2:42]S(C2C=CC=CC=2)(=O)=O)[C:35](=[O:41])[O:36][C:37]([CH3:40])([CH3:39])[CH3:38])=[CH:30][CH:29]=1)#[N:27]. (3) Given the product [OH:21][C:3]1[C:4]([C:12]([NH:14][CH2:15][C:16]([O:18][CH2:19][CH3:20])=[O:17])=[O:13])=[C:5]2[C:10](=[CH:11][C:2]=1[C:27]1[N:28]=[CH:29][S:30][CH:31]=1)[N:9]=[CH:8][CH:7]=[N:6]2, predict the reactants needed to synthesize it. The reactants are: Br[C:2]1[CH:11]=[C:10]2[C:5]([N:6]=[CH:7][CH:8]=[N:9]2)=[C:4]([C:12]([NH:14][CH2:15][C:16]([O:18][CH2:19][CH3:20])=[O:17])=[O:13])[C:3]=1[OH:21].C([Sn](CCCC)(CCCC)[C:27]1[N:28]=[CH:29][S:30][CH:31]=1)CCC. (4) Given the product [NH2:2][CH2:1][C:3]1[N:8]=[C:7]([C:9]2[CH:14]=[CH:13][CH:12]=[C:11]([C:15]([O:17][CH3:18])=[O:16])[N:10]=2)[CH:6]=[CH:5][CH:4]=1, predict the reactants needed to synthesize it. The reactants are: [C:1]([C:3]1[N:8]=[C:7]([C:9]2[CH:14]=[CH:13][CH:12]=[C:11]([C:15]([O:17][CH3:18])=[O:16])[N:10]=2)[CH:6]=[CH:5][CH:4]=1)#[N:2]. (5) Given the product [Br:1][C:2]1[CH:3]=[N:4][N:5]([C:17]2[CH:22]=[CH:21][N:20]=[C:19]([NH:27][C:28]3[CH:33]=[CH:32][CH:31]=[CH:30][CH:29]=3)[N:18]=2)[C:6]=1[C:7]1[CH:12]=[CH:11][CH:10]=[C:9]([C:13]([F:16])([F:15])[F:14])[CH:8]=1, predict the reactants needed to synthesize it. The reactants are: [Br:1][C:2]1[CH:3]=[N:4][N:5]([C:17]2[CH:22]=[CH:21][N:20]=[C:19](S(C)(=O)=O)[N:18]=2)[C:6]=1[C:7]1[CH:12]=[CH:11][CH:10]=[C:9]([C:13]([F:16])([F:15])[F:14])[CH:8]=1.[NH2:27][C:28]1[CH:33]=[CH:32][CH:31]=[CH:30][CH:29]=1. (6) Given the product [CH2:4]([CH:6]1[CH2:15][NH:14][C:13]2[C:8](=[CH:9][CH:10]=[CH:11][CH:12]=2)[NH:7]1)[CH3:5], predict the reactants needed to synthesize it. The reactants are: [NH4+].[Cl-].[In].[CH2:4]([C:6]1[CH:15]=[N:14][C:13]2[C:8](=[CH:9][CH:10]=[CH:11][CH:12]=2)[N:7]=1)[CH3:5].